This data is from Full USPTO retrosynthesis dataset with 1.9M reactions from patents (1976-2016). The task is: Predict the reactants needed to synthesize the given product. (1) Given the product [NH2:2][C:1](=[N:21][OH:22])[C:3]1[CH:4]=[C:5]([CH:18]=[CH:19][CH:20]=1)[CH2:6][N:7]([CH3:17])[CH2:8][CH2:9][C:10]([O:12][C:13]([CH3:16])([CH3:14])[CH3:15])=[O:11], predict the reactants needed to synthesize it. The reactants are: [C:1]([C:3]1[CH:4]=[C:5]([CH:18]=[CH:19][CH:20]=1)[CH2:6][N:7]([CH3:17])[CH2:8][CH2:9][C:10]([O:12][C:13]([CH3:16])([CH3:15])[CH3:14])=[O:11])#[N:2].[NH2:21][OH:22]. (2) Given the product [CH2:42]([C:41]1[S:40][C:39]2[CH:49]=[CH:50][CH:51]=[CH:52][C:38]=2[C:37]=1[C:34]1[CH:33]=[CH:32][C:31]([C:27]2[CH:28]=[C:29]([Br:30])[C:24]([O:23][C@H:9]([CH2:10][CH2:11][N:12]3[C:20](=[O:21])[C:19]4[C:14](=[CH:15][CH:16]=[CH:17][CH:18]=4)[C:13]3=[O:22])[C:8]([OH:54])=[O:7])=[C:25]([Br:53])[CH:26]=2)=[CH:36][CH:35]=1)[C:43]1[CH:48]=[CH:47][CH:46]=[CH:45][CH:44]=1, predict the reactants needed to synthesize it. The reactants are: C[Si](I)(C)C.C[O:7][C:8](=[O:54])[C@H:9]([O:23][C:24]1[C:29]([Br:30])=[CH:28][C:27]([C:31]2[CH:36]=[CH:35][C:34]([C:37]3[C:38]4[CH:52]=[CH:51][CH:50]=[CH:49][C:39]=4[S:40][C:41]=3[CH2:42][C:43]3[CH:48]=[CH:47][CH:46]=[CH:45][CH:44]=3)=[CH:33][CH:32]=2)=[CH:26][C:25]=1[Br:53])[CH2:10][CH2:11][N:12]1[C:20](=[O:21])[C:19]2[C:14](=[CH:15][CH:16]=[CH:17][CH:18]=2)[C:13]1=[O:22].C(Cl)Cl. (3) Given the product [CH3:38][N:39]1[C:26](=[O:28])[C:25]([C:16]2[CH:15]=[CH:14][C:23]3[C:18](=[CH:19][CH:20]=[CH:21][CH:22]=3)[CH:17]=2)=[C:1]([C:3]2[CH:8]=[CH:7][N:6]=[CH:5][CH:4]=2)[N:2]=[C:41]1[S:32][CH3:31], predict the reactants needed to synthesize it. The reactants are: [C:1]([C:3]1[CH:8]=[CH:7][N:6]=[CH:5][CH:4]=1)#[N:2].C(OC(=O)C[C:14]1[C:23]2[C:18](=[CH:19][CH:20]=[CH:21][CH:22]=2)[CH:17]=[CH:16][CH:15]=1)C.[CH3:25][C:26](C)([O-:28])C.[K+].[CH3:31][S:32]N=C=O.CI.[CH3:38][N:39]([CH:41]=O)C. (4) Given the product [Cl:1][C:2]1[CH:3]=[C:4]([Cl:10])[CH:5]=[C:6]([O:8][CH3:9])[C:7]=1[CH:19]=[O:20], predict the reactants needed to synthesize it. The reactants are: [Cl:1][C:2]1[CH:7]=[C:6]([O:8][CH3:9])[CH:5]=[C:4]([Cl:10])[CH:3]=1.[Li]C(CC)C.CN([CH:19]=[O:20])C. (5) Given the product [CH:12]1([CH2:11][N:1]2[CH:5]=[C:4]([CH:6]=[O:7])[CH:3]=[N:2]2)[CH2:14][CH2:13]1, predict the reactants needed to synthesize it. The reactants are: [NH:1]1[CH:5]=[C:4]([CH:6]=[O:7])[CH:3]=[N:2]1.[H-].[Na+].Br[CH2:11][CH:12]1[CH2:14][CH2:13]1. (6) Given the product [CH2:36]([O:43][CH2:44][CH2:45][CH2:46][C:47]1[CH:52]=[CH:51][C:50]([CH2:53][C@H:11]([C:12]([O:14][C:15]([CH3:16])([CH3:18])[CH3:17])=[O:13])[CH2:10][C@@H:9]([C:19]([O:21][C:22]([CH3:25])([CH3:24])[CH3:23])=[O:20])[NH:8][C:6]([O:5][C:1]([CH3:4])([CH3:2])[CH3:3])=[O:7])=[CH:49][CH:48]=1)[C:37]1[CH:38]=[CH:39][CH:40]=[CH:41][CH:42]=1, predict the reactants needed to synthesize it. The reactants are: [C:1]([O:5][C:6]([NH:8][C@H:9]([C:19]([O:21][C:22]([CH3:25])([CH3:24])[CH3:23])=[O:20])[CH2:10][CH2:11][C:12]([O:14][C:15]([CH3:18])([CH3:17])[CH3:16])=[O:13])=[O:7])([CH3:4])([CH3:3])[CH3:2].C[Si](C)(C)[N-][Si](C)(C)C.[Li+].[CH2:36]([O:43][CH2:44][CH2:45][CH2:46][C:47]1[CH:52]=[CH:51][C:50]([CH2:53]Br)=[CH:49][CH:48]=1)[C:37]1[CH:42]=[CH:41][CH:40]=[CH:39][CH:38]=1.